This data is from Catalyst prediction with 721,799 reactions and 888 catalyst types from USPTO. The task is: Predict which catalyst facilitates the given reaction. (1) Reactant: [CH3:1][C@H:2]1[CH2:7][CH2:6][NH:5][C:4](=[O:8])[CH2:3]1.[C:9](O[C:9]([O:11][C:12]([CH3:15])([CH3:14])[CH3:13])=[O:10])([O:11][C:12]([CH3:15])([CH3:14])[CH3:13])=[O:10].ClCCl. Product: [C:9]([N:5]1[CH2:6][CH2:7][C@H:2]([CH3:1])[CH2:3][C:4]1=[O:8])([O:11][C:12]([CH3:15])([CH3:14])[CH3:13])=[O:10]. The catalyst class is: 277. (2) The catalyst class is: 2. Product: [CH2:11]([NH:10][C:8](=[N:9][S:23]([C:26]1[CH:27]=[CH:28][C:29]([C:30]([OH:32])=[O:31])=[CH:33][CH:34]=1)(=[O:25])=[O:24])[N:6]1[CH2:7][CH:3]([CH2:1][CH3:2])[CH:4]=[N:5]1)[CH3:12]. Reactant: [CH2:1]([CH:3]1[CH2:7][N:6]([C:8]([NH:10][CH2:11][CH3:12])=[NH:9])[N:5]=[CH:4]1)[CH3:2].CCN(C(C)C)C(C)C.Cl[S:23]([C:26]1[CH:34]=[CH:33][C:29]([C:30]([OH:32])=[O:31])=[CH:28][CH:27]=1)(=[O:25])=[O:24]. (3) The catalyst class is: 20. Reactant: [F:1][C:2]1[CH:7]=[CH:6][C:5]([C:8]2[CH:13]=[CH:12][CH:11]=[C:10]([F:14])[CH:9]=2)=[CH:4][C:3]=1[CH2:15][NH:16][C:17]1[CH:18]=[C:19]([CH:27]=[CH:28][CH:29]=1)[O:20][CH2:21][C:22]([O:24]CC)=[O:23].O[Li].O.Cl. Product: [F:1][C:2]1[CH:7]=[CH:6][C:5]([C:8]2[CH:13]=[CH:12][CH:11]=[C:10]([F:14])[CH:9]=2)=[CH:4][C:3]=1[CH2:15][NH:16][C:17]1[CH:18]=[C:19]([CH:27]=[CH:28][CH:29]=1)[O:20][CH2:21][C:22]([OH:24])=[O:23]. (4) Reactant: [BH4-].[Na+].[CH3:3][N:4]1[C:8]2[CH:9]=[CH:10][CH:11]=[CH:12][C:7]=2[N:6]=[C:5]1[CH:13]=[O:14].O. Product: [CH3:3][N:4]1[C:8]2[CH:9]=[CH:10][CH:11]=[CH:12][C:7]=2[N:6]=[C:5]1[CH2:13][OH:14]. The catalyst class is: 162. (5) Product: [CH3:17][N:14]1[C:15](=[O:16])[N:11]([C:3]2[CH:4]=[C:5]([N+:8]([O-:10])=[O:9])[CH:6]=[CH:7][C:2]=2[N:25]2[CH2:26][CH2:27][N:22]([CH:20]3[CH2:21][O:18][CH2:19]3)[CH2:23][CH2:24]2)[N:12]=[N:13]1. Reactant: F[C:2]1[CH:7]=[CH:6][C:5]([N+:8]([O-:10])=[O:9])=[CH:4][C:3]=1[N:11]1[C:15](=[O:16])[N:14]([CH3:17])[N:13]=[N:12]1.[O:18]1[CH2:21][CH:20]([N:22]2[CH2:27][CH2:26][NH:25][CH2:24][CH2:23]2)[CH2:19]1.C([O-])([O-])=O.[K+].[K+]. The catalyst class is: 31. (6) Reactant: [CH3:1][C:2]1[CH:7]=[C:6]([CH3:8])[CH:5]=[CH:4][C:3]=1[N:9]1[CH2:14][CH2:13][N:12]([C:15]([C:17]2[CH:22]=[CH:21][C:20]([N:23]3[CH2:27][CH:26]([CH2:28][N:29]4[CH2:33][CH2:32][CH2:31][CH2:30]4)[CH2:25][C:24]3=[O:34])=[CH:19][CH:18]=2)=[O:16])[CH2:11][CH2:10]1.[ClH:35].C(OCC)(=O)C. Product: [ClH:35].[CH3:1][C:2]1[CH:7]=[C:6]([CH3:8])[CH:5]=[CH:4][C:3]=1[N:9]1[CH2:14][CH2:13][N:12]([C:15]([C:17]2[CH:18]=[CH:19][C:20]([N:23]3[CH2:27][CH:26]([CH2:28][N:29]4[CH2:30][CH2:31][CH2:32][CH2:33]4)[CH2:25][C:24]3=[O:34])=[CH:21][CH:22]=2)=[O:16])[CH2:11][CH2:10]1. The catalyst class is: 13. (7) Reactant: [CH:1]([C:3]1[S:7][C:6]([C:8]2[CH:9]=[C:10]3[C:14](=[C:15]([C:17]([NH2:19])=[O:18])[CH:16]=2)[NH:13][CH:12]=[C:11]3[CH:20]2[CH2:25][CH2:24][N:23]([S:26]([CH2:29][CH2:30][CH2:31][N:32]3[CH2:37][CH2:36][O:35][CH2:34][CH2:33]3)(=[O:28])=[O:27])[CH2:22][CH2:21]2)=[CH:5][CH:4]=1)=O.[CH3:38][NH2:39].[BH4-].[Na+]. Product: [CH3:38][NH:39][CH2:1][C:3]1[S:7][C:6]([C:8]2[CH:9]=[C:10]3[C:14](=[C:15]([C:17]([NH2:19])=[O:18])[CH:16]=2)[NH:13][CH:12]=[C:11]3[CH:20]2[CH2:25][CH2:24][N:23]([S:26]([CH2:29][CH2:30][CH2:31][N:32]3[CH2:37][CH2:36][O:35][CH2:34][CH2:33]3)(=[O:27])=[O:28])[CH2:22][CH2:21]2)=[CH:5][CH:4]=1. The catalyst class is: 5.